Dataset: Full USPTO retrosynthesis dataset with 1.9M reactions from patents (1976-2016). Task: Predict the reactants needed to synthesize the given product. (1) Given the product [CH3:25][C:23]1[N:1]=[C:2]2[S:6][C:5]3[CH2:7][CH2:8][CH2:9][CH2:10][C:4]=3[C:3]2=[C:11]([C:13]2[CH:18]=[CH:17][CH:16]=[CH:15][C:14]=2[Cl:19])[C:22]=1[CH2:21][C:20]([O:27][CH3:28])=[O:26], predict the reactants needed to synthesize it. The reactants are: [NH2:1][C:2]1[S:6][C:5]2[CH2:7][CH2:8][CH2:9][CH2:10][C:4]=2[C:3]=1[C:11]([C:13]1[CH:18]=[CH:17][CH:16]=[CH:15][C:14]=1[Cl:19])=O.[C:20]([O:27][CH3:28])(=[O:26])[CH2:21][CH2:22][C:23]([CH3:25])=O.Cl[Si](C)(C)C. (2) Given the product [CH3:1][O:2][C:3]1[CH:4]=[C:5]2[C:10](=[CH:11][C:12]=1[O:13][CH3:14])[N:9]=[CH:8][CH:7]=[C:6]2[O:15][C:16]1[CH:22]=[CH:21][C:19]([NH:20][C:29](=[O:35])[O:30][CH2:31][C:41]2[CH:42]=[CH:43][C:38]([Cl:37])=[CH:39][CH:40]=2)=[C:18]([CH3:23])[C:17]=1[CH3:24], predict the reactants needed to synthesize it. The reactants are: [CH3:1][O:2][C:3]1[CH:4]=[C:5]2[C:10](=[CH:11][C:12]=1[O:13][CH3:14])[N:9]=[CH:8][CH:7]=[C:6]2[O:15][C:16]1[CH:22]=[CH:21][C:19]([NH2:20])=[C:18]([CH3:23])[C:17]=1[CH3:24].ClC(Cl)(O[C:29](=[O:35])[O:30][C:31](Cl)(Cl)Cl)Cl.[Cl:37][C:38]1[CH:43]=[CH:42][C:41](CO)=[CH:40][CH:39]=1.C(=O)(O)[O-].[Na+]. (3) Given the product [Br:1][C:2]1[CH:9]=[CH:8][C:5]([CH:6]=[C:14]2[C:15](=[O:16])[O:17][C:10]([CH3:11])=[N:13]2)=[CH:4][CH:3]=1, predict the reactants needed to synthesize it. The reactants are: [Br:1][C:2]1[CH:9]=[CH:8][C:5]([CH:6]=O)=[CH:4][CH:3]=1.[C:10]([NH:13][CH2:14][C:15]([OH:17])=[O:16])(=O)[CH3:11].C([O-])(=O)C.[Na+].C(OC(=O)C)(=O)C. (4) Given the product [CH2:1]([N:8]1[C:17]2[C:12](=[N:13][CH:14]=[C:15]([Br:18])[CH:16]=2)[CH2:11][CH:10]([CH2:19][O:20][Si:30]([C:33]([CH3:36])([CH3:35])[CH3:34])([CH3:32])[CH3:31])[CH2:9]1)[C:2]1[CH:3]=[CH:4][CH:5]=[CH:6][CH:7]=1, predict the reactants needed to synthesize it. The reactants are: [CH2:1]([N:8]1[C:17]2[C:12](=[N:13][CH:14]=[C:15]([Br:18])[CH:16]=2)[CH2:11][CH:10]([CH2:19][OH:20])[CH2:9]1)[C:2]1[CH:7]=[CH:6][CH:5]=[CH:4][CH:3]=1.C(N(C(C)C)CC)(C)C.[Si:30](Cl)([C:33]([CH3:36])([CH3:35])[CH3:34])([CH3:32])[CH3:31]. (5) Given the product [CH3:1][C:2]1[CH2:3][CH2:4][CH2:5][C:6]([CH3:41])([CH3:40])[C:7]=1/[CH:8]=[CH:113]/[C:112](/[CH3:114])=[CH:111]/[CH:110]=[CH:109]/[C:107](/[CH3:108])=[CH:106]/[CH:105]=[CH:104]/[CH:103]=[C:102](/[CH:101]=[CH:100]/[CH:99]=[C:98](/[CH:97]=[CH:96]/[C:87]1[C:88]([CH3:95])([CH3:94])[CH2:89][CH2:90][C:91](=[O:92])[C:86]=1[CH3:85])\[CH3:127])\[CH3:126], predict the reactants needed to synthesize it. The reactants are: [CH3:1][C:2]1[CH:7](/[CH:8]=C/C(/C)=C/C=C/C(/C)=C/C=C/C=C(/C=C/C=C(\C2OC3(C)C(C(C)(C)CCC3)=C2)/C)\C)[C:6]([CH3:41])([CH3:40])[CH2:5][CH2:4][CH:3]=1.CC1[C@H](/C=C/C(/C)=C/C=C/C(/C)=C/C=C/C=C(/C=C/C=C(/[C@@H]2O[C@]3(C)C[C@@H](O)CC(C)(C)C3=C2)\C)\C)C(C)(C)C[C@@H](O)C=1.[CH3:85][C:86]1[C:91](=[O:92])[C@@H:90](O)[CH2:89][C:88]([CH3:95])([CH3:94])[C:87]=1/[CH:96]=[CH:97]/[C:98](/[CH3:127])=[CH:99]/[CH:100]=[CH:101]/[C:102](/[CH3:126])=[CH:103]/[CH:104]=[CH:105]/[CH:106]=[C:107](/[CH:109]=[CH:110]/[CH:111]=[C:112](/[CH:114]=C/C=C(/C=C/CC(O)(C)C)\C)\[CH3:113])\[CH3:108].C/C(/C=C/C=C(\C=C\C12OC1(C)CC(O)CC2(C)C)/C)=C\C=C\C=C(\C=C\C=C(\C=C=C1C(O)(C)CC(O)CC1(C)C)/C)/C. (6) Given the product [C:13]([N:12]([S:16]([C:19]1[CH:20]=[CH:21][CH:22]=[CH:23][CH:24]=1)(=[O:17])=[O:18])[C:4]1[CH:5]=[CH:6][C:7]([CH:9]([CH3:11])[CH3:10])=[CH:8][C:3]=1[OH:2])(=[O:15])[CH3:14], predict the reactants needed to synthesize it. The reactants are: C[O:2][C:3]1[CH:8]=[C:7]([CH:9]([CH3:11])[CH3:10])[CH:6]=[CH:5][C:4]=1[N:12]([S:16]([C:19]1[CH:24]=[CH:23][CH:22]=[CH:21][CH:20]=1)(=[O:18])=[O:17])[C:13](=[O:15])[CH3:14].O. (7) Given the product [CH2:1]([N:3]1[C:15]2[CH:14]=[CH:13][C:12]([C:16](=[O:18])[CH2:17][C:28](=[O:30])[CH3:29])=[CH:11][C:10]=2[C:9]2[C:4]1=[CH:5][CH:6]=[C:7]([C:19](=[O:27])[C:20]1[CH:25]=[CH:24][CH:23]=[CH:22][C:21]=1[CH3:26])[CH:8]=2)[CH3:2], predict the reactants needed to synthesize it. The reactants are: [CH2:1]([N:3]1[C:15]2[CH:14]=[CH:13][C:12]([C:16](=[O:18])[CH3:17])=[CH:11][C:10]=2[C:9]2[C:4]1=[CH:5][CH:6]=[C:7]([C:19](=[O:27])[C:20]1[CH:25]=[CH:24][CH:23]=[CH:22][C:21]=1[CH3:26])[CH:8]=2)[CH3:2].[C:28](OCC)(=[O:30])[CH3:29].CC(C)([O-])C.[K+].Cl.